This data is from Catalyst prediction with 721,799 reactions and 888 catalyst types from USPTO. The task is: Predict which catalyst facilitates the given reaction. Reactant: [NH2:1][CH2:2][CH:3]([C:5]1[CH:10]=[CH:9][CH:8]=[CH:7][CH:6]=1)[OH:4].C(O)(=O)C.[Si:15]([O:22][CH2:23][CH:24]=O)([C:18]([CH3:21])([CH3:20])[CH3:19])([CH3:17])[CH3:16].C([BH3-])#N.[Na+]. Product: [Si:15]([O:22][CH2:23][CH2:24][NH:1][CH2:2][CH:3]([C:5]1[CH:10]=[CH:9][CH:8]=[CH:7][CH:6]=1)[OH:4])([C:18]([CH3:21])([CH3:20])[CH3:19])([CH3:17])[CH3:16]. The catalyst class is: 417.